From a dataset of Forward reaction prediction with 1.9M reactions from USPTO patents (1976-2016). Predict the product of the given reaction. Given the reactants [Cl:1][C:2]1[CH:3]=[C:4]([N:12]([CH2:23][CH3:24])[CH:13]2[CH2:18][CH2:17][N:16]([CH2:19][CH2:20][O:21][CH3:22])[CH2:15][CH2:14]2)[C:5]([CH3:11])=[C:6]([CH:10]=1)[C:7](O)=[O:8].CN(C(ON1N=NC2C=CC=CC1=2)=[N+](C)C)C.[B-](F)(F)(F)F.CCN(C(C)C)C(C)C.[CH3:56][O:57][C:58]1[C:62]([CH2:63][NH2:64])=[C:61]([CH3:65])[N:60]([CH3:66])[N:59]=1, predict the reaction product. The product is: [Cl:1][C:2]1[CH:3]=[C:4]([N:12]([CH2:23][CH3:24])[CH:13]2[CH2:14][CH2:15][N:16]([CH2:19][CH2:20][O:21][CH3:22])[CH2:17][CH2:18]2)[C:5]([CH3:11])=[C:6]([CH:10]=1)[C:7]([NH:64][CH2:63][C:62]1[C:58]([O:57][CH3:56])=[N:59][N:60]([CH3:66])[C:61]=1[CH3:65])=[O:8].